Dataset: Full USPTO retrosynthesis dataset with 1.9M reactions from patents (1976-2016). Task: Predict the reactants needed to synthesize the given product. (1) Given the product [CH2:6]([N:8]1[CH:12]=[C:11]([C:13]2[CH:18]=[CH:17][C:16]([F:19])=[C:15]([CH3:20])[CH:14]=2)[N:10]=[C:9]1[CH2:21][C:23]#[N:25])[CH3:7], predict the reactants needed to synthesize it. The reactants are: CS(Cl)(=O)=O.[CH2:6]([N:8]1[CH:12]=[C:11]([C:13]2[CH:18]=[CH:17][C:16]([F:19])=[C:15]([CH3:20])[CH:14]=2)[N:10]=[C:9]1[CH2:21]O)[CH3:7].[CH2:23]([N:25](CC)CC)C.[C-]#N.[K+]. (2) Given the product [C:11]([O:10][C:8](=[O:15])[NH:9][CH:6]([C:2]1[O:1][CH:5]=[CH:4][N:3]=1)[S:22]([C:19]1[CH:20]=[CH:21][C:16]([CH3:26])=[CH:17][CH:18]=1)(=[O:24])=[O:23])([CH3:14])([CH3:13])[CH3:12], predict the reactants needed to synthesize it. The reactants are: [O:1]1[CH:5]=[CH:4][N:3]=[C:2]1[CH:6]=O.[C:8](=[O:15])([O:10][C:11]([CH3:14])([CH3:13])[CH3:12])[NH2:9].[C:16]1([CH3:26])[CH:21]=[CH:20][C:19]([S:22]([O-])(=[O:24])=[O:23])=[CH:18][CH:17]=1.[Na+].C(O)=O. (3) Given the product [O:19]=[S:11]1(=[O:20])[C:12]2[CH:18]=[CH:17][CH:16]=[CH:15][C:13]=2[NH:14][C:9]([C:6]2[C:7](=[O:8])[N:2]([N:1]=[CH:25][C:26]3[CH:33]=[CH:32][CH:31]=[C:28]([CH3:29])[CH:27]=3)[C:3]3[CH:24]=[CH:23][S:22][C:4]=3[C:5]=2[OH:21])=[N:10]1, predict the reactants needed to synthesize it. The reactants are: [NH2:1][N:2]1[C:7](=[O:8])[C:6]([C:9]2[NH:14][C:13]3[CH:15]=[CH:16][CH:17]=[CH:18][C:12]=3[S:11](=[O:20])(=[O:19])[N:10]=2)=[C:5]([OH:21])[C:4]2[S:22][CH:23]=[CH:24][C:3]1=2.[CH3:25][C:26]1[CH:27]=[C:28]([CH:31]=[CH:32][CH:33]=1)[CH:29]=O. (4) Given the product [NH2:1][C:4]1[CH:12]=[C:11]2[C:7]([CH:8]=[CH:9][N:10]2[C:13](=[O:15])[CH3:14])=[CH:6][CH:5]=1, predict the reactants needed to synthesize it. The reactants are: [N+:1]([C:4]1[CH:12]=[C:11]2[C:7]([CH:8]=[CH:9][NH:10]2)=[CH:6][CH:5]=1)([O-])=O.[C:13](Cl)(=[O:15])[CH3:14]. (5) Given the product [C:65]([Si:62]([CH3:64])([CH3:63])[O:61][C:59]1[CH:58]=[C:57]([O:35][CH2:34][CH2:33][O:32][CH2:31][CH2:30][O:29][CH2:28][CH2:27][O:26][CH2:25][CH2:24][O:23][CH2:22][CH2:21][O:20][C:1]([C:2]2[CH:7]=[CH:6][CH:5]=[CH:4][CH:3]=2)([C:8]2[CH:13]=[CH:12][CH:11]=[CH:10][CH:9]=2)[C:14]2[CH:15]=[CH:16][CH:17]=[CH:18][CH:19]=2)[CH:56]=[C:55]([O:54][Si:53]([C:49]([CH3:52])([CH3:51])[CH3:50])([CH3:71])[CH3:70])[CH:60]=1)([CH3:68])([CH3:67])[CH3:66], predict the reactants needed to synthesize it. The reactants are: [C:1]([O:20][CH2:21][CH2:22][O:23][CH2:24][CH2:25][O:26][CH2:27][CH2:28][O:29][CH2:30][CH2:31][O:32][CH2:33][CH2:34][OH:35])([C:14]1[CH:19]=[CH:18][CH:17]=[CH:16][CH:15]=1)([C:8]1[CH:13]=[CH:12][CH:11]=[CH:10][CH:9]=1)[C:2]1[CH:7]=[CH:6][CH:5]=[CH:4][CH:3]=1.C(P(CCCC)CCCC)CCC.[C:49]([Si:53]([CH3:71])([CH3:70])[O:54][C:55]1[CH:56]=[C:57](O)[CH:58]=[C:59]([O:61][Si:62]([C:65]([CH3:68])([CH3:67])[CH3:66])([CH3:64])[CH3:63])[CH:60]=1)([CH3:52])([CH3:51])[CH3:50].N(C(N(C)C)=O)=NC(N(C)C)=O. (6) Given the product [Cl:3][C:4]1[N:9]=[CH:8][C:7]([C:10]2[N:14]([CH2:34][O:33][CH2:32][CH2:31][Si:28]([CH3:30])([CH3:29])[CH3:27])[C:13]([C@@H:15]3[CH2:19][CH2:18][CH2:17][N:16]3[C:20]([O:22][C:23]([CH3:26])([CH3:25])[CH3:24])=[O:21])=[N:12][CH:11]=2)=[CH:6][N:5]=1, predict the reactants needed to synthesize it. The reactants are: [H-].[Na+].[Cl:3][C:4]1[N:9]=[CH:8][C:7]([C:10]2[NH:14][C:13]([C@@H:15]3[CH2:19][CH2:18][CH2:17][N:16]3[C:20]([O:22][C:23]([CH3:26])([CH3:25])[CH3:24])=[O:21])=[N:12][CH:11]=2)=[CH:6][N:5]=1.[CH3:27][Si:28]([CH2:31][CH2:32][O:33][CH2:34]Cl)([CH3:30])[CH3:29].